The task is: Regression. Given a peptide amino acid sequence and an MHC pseudo amino acid sequence, predict their binding affinity value. This is MHC class I binding data.. This data is from Peptide-MHC class I binding affinity with 185,985 pairs from IEDB/IMGT. (1) The peptide sequence is ILYDKEEIRRI. The MHC is HLA-A68:02 with pseudo-sequence HLA-A68:02. The binding affinity (normalized) is 0.0288. (2) The peptide sequence is KSYQIDLDF. The MHC is SLA-20401 with pseudo-sequence SLA-20401. The binding affinity (normalized) is 0.323. (3) The peptide sequence is LQKLNSWDVF. The MHC is Mamu-A07 with pseudo-sequence Mamu-A07. The binding affinity (normalized) is 0.321. (4) The peptide sequence is VQKVNPAPK. The MHC is HLA-B15:01 with pseudo-sequence HLA-B15:01. The binding affinity (normalized) is 0.351. (5) The peptide sequence is ILYYGANGST. The MHC is HLA-A02:01 with pseudo-sequence HLA-A02:01. The binding affinity (normalized) is 0.476. (6) The binding affinity (normalized) is 0. The MHC is HLA-B53:01 with pseudo-sequence HLA-B53:01. The peptide sequence is RIRQGLERA. (7) The peptide sequence is NELGYSGYF. The MHC is HLA-A26:02 with pseudo-sequence HLA-A26:02. The binding affinity (normalized) is 0.633. (8) The peptide sequence is LYAEERYPI. The MHC is H-2-Kd with pseudo-sequence H-2-Kd. The binding affinity (normalized) is 0.378. (9) The peptide sequence is FVRQCFNPM. The MHC is HLA-B08:02 with pseudo-sequence HLA-B08:02. The binding affinity (normalized) is 0.0847.